Dataset: Forward reaction prediction with 1.9M reactions from USPTO patents (1976-2016). Task: Predict the product of the given reaction. Given the reactants [Br:1][C:2]1[C:7]([F:8])=[C:6]([N+:9]([O-])=O)[CH:5]=[CH:4][C:3]=1[F:12].CC(O)=O.CCO.[OH-].[Na+], predict the reaction product. The product is: [Br:1][C:2]1[C:7]([F:8])=[C:6]([CH:5]=[CH:4][C:3]=1[F:12])[NH2:9].